This data is from Reaction yield outcomes from USPTO patents with 853,638 reactions. The task is: Predict the reaction yield, written as a fraction of the theoretical maximum amount of product (1.0 means a 100% yield; for example, 0.34 means a 34% yield). (1) The reactants are [CH2:1]([N:3]([CH2:36][CH3:37])[CH2:4][CH2:5][CH2:6][NH:7][C:8]1[N:9]=[C:10]([C:27]2[CH:28]=[C:29]([CH:33]=[CH:34][CH:35]=2)[C:30](O)=[O:31])[C:11]2[CH:17]=[CH:16][C:15](=[O:18])[N:14]([C:19]3[C:24]([F:25])=[CH:23][CH:22]=[CH:21][C:20]=3[F:26])[C:12]=2[N:13]=1)[CH3:2].[CH3:38][N:39](C(ON1N=NC2C=CC=CC1=2)=[N+](C)C)C.F[P-](F)(F)(F)(F)F.C(N(CC)CC)C.CN. The catalyst is CN(C=O)C.C1COCC1. The product is [CH2:36]([N:3]([CH2:1][CH3:2])[CH2:4][CH2:5][CH2:6][NH:7][C:8]1[N:9]=[C:10]([C:27]2[CH:28]=[C:29]([CH:33]=[CH:34][CH:35]=2)[C:30]([NH:39][CH3:38])=[O:31])[C:11]2[CH:17]=[CH:16][C:15](=[O:18])[N:14]([C:19]3[C:20]([F:26])=[CH:21][CH:22]=[CH:23][C:24]=3[F:25])[C:12]=2[N:13]=1)[CH3:37]. The yield is 0.310. (2) The reactants are [Br:1][C:2]1[CH:3]=[C:4]2[C:9](=[CH:10][CH:11]=1)[C:8](O)=[CH:7][CH:6]=[CH:5]2.[N:13]1[CH:18]=[CH:17][CH:16]=[C:15]([CH2:19][CH2:20][OH:21])[CH:14]=1.C1(P(C2C=CC=CC=2)C2C=CC=CC=2)C=CC=CC=1.N(C(OC(C)C)=O)=NC(OC(C)C)=O. The catalyst is C1COCC1. The product is [Br:1][C:2]1[CH:3]=[C:4]2[C:9](=[CH:10][CH:11]=1)[CH:8]=[C:7]([O:21][CH2:20][CH2:19][C:15]1[CH:14]=[N:13][CH:18]=[CH:17][CH:16]=1)[CH:6]=[CH:5]2. The yield is 0.900.